Predict hERG channel inhibition at various concentrations. From a dataset of hERG Central: cardiac toxicity at 1µM, 10µM, and general inhibition. The drug is COc1ccccc1CNC(=O)CSc1nc2ccccc2c(=O)n1CCCN1CCOCC1. Results: hERG_inhib (hERG inhibition (general)): blocker.